The task is: Predict the product of the given reaction.. This data is from Forward reaction prediction with 1.9M reactions from USPTO patents (1976-2016). Given the reactants [CH2:1](Br)[CH:2]([CH3:4])[CH3:3].[OH:6][C:7]1[CH:17]=[CH:16][C:10]([C:11]([O:13]CC)=[O:12])=[CH:9][CH:8]=1.C(=O)([O-])[O-].[K+].[K+].C(OC1C=C(C=CC=1)C(O)=O)CC, predict the reaction product. The product is: [CH2:1]([O:6][C:7]1[CH:17]=[CH:16][C:10]([C:11]([OH:13])=[O:12])=[CH:9][CH:8]=1)[CH:2]([CH3:4])[CH3:3].